This data is from Catalyst prediction with 721,799 reactions and 888 catalyst types from USPTO. The task is: Predict which catalyst facilitates the given reaction. (1) Reactant: [CH3:1][C:2]([NH:5][CH2:6][CH2:7][S:8][CH2:9][C:10]#[C:11][C:12]1[S:13][CH:14]=[CH:15][CH:16]=1)([CH3:4])[CH3:3].CC[C:19]([C:21](Cl)=[O:22])=[O:20].[OH2:24].[CH2:25](OCC)[CH3:26]. Product: [C:2]([N:5]([CH2:6][CH2:7][S:8][CH2:9][C:10]#[C:11][C:12]1[S:13][CH:14]=[CH:15][CH:16]=1)[C:19](=[O:20])[C:21]([O:22][CH2:25][CH3:26])=[O:24])([CH3:1])([CH3:3])[CH3:4]. The catalyst class is: 66. (2) Reactant: [H-].[Na+].[C:3](#[N:5])[CH3:4].C([O:8][C:9]([CH:11]1[CH2:15][CH2:14][CH2:13][CH2:12]1)=O)C.Cl. Product: [CH:11]1([C:9](=[O:8])[CH2:4][C:3]#[N:5])[CH2:15][CH2:14][CH2:13][CH2:12]1. The catalyst class is: 12. (3) Reactant: [C:1](OC(=O)C)(=[O:3])[CH3:2].[C:8]1([C:14]2[N:19]=[C:18]([C:20]3[CH:25]=[CH:24][CH:23]=[C:22]([C:26]4[CH:31]=[CH:30][CH:29]=[CH:28][C:27]=4[OH:32])[N:21]=3)[CH:17]=[CH:16][CH:15]=2)[CH:13]=[CH:12][CH:11]=[CH:10][CH:9]=1. Product: [C:1]([O:32][C:27]1[CH:28]=[CH:29][CH:30]=[CH:31][C:26]=1[C:22]1[N:21]=[C:20]([C:18]2[CH:17]=[CH:16][CH:15]=[C:14]([C:8]3[CH:9]=[CH:10][CH:11]=[CH:12][CH:13]=3)[N:19]=2)[CH:25]=[CH:24][CH:23]=1)(=[O:3])[CH3:2]. The catalyst class is: 17. (4) Reactant: [H-].[Al+3].[Li+].[H-].[H-].[H-].[Cl:7][C:8]1[N:16]=[C:15]([Cl:17])[CH:14]=[CH:13][C:9]=1[C:10](O)=[O:11].N.CO. Product: [Cl:7][C:8]1[C:9]([CH2:10][OH:11])=[CH:13][CH:14]=[C:15]([Cl:17])[N:16]=1. The catalyst class is: 7. (5) Reactant: [F:1][C:2]1[CH:12]=[CH:11][C:5]([C:6]([CH2:8][C:9]#[N:10])=O)=[CH:4][CH:3]=1.Cl.[NH:14]([CH2:16][C:17]([O:19][CH2:20][CH3:21])=[O:18])[NH2:15]. Product: [NH2:10][C:9]1[N:14]([CH2:16][C:17]([O:19][CH2:20][CH3:21])=[O:18])[N:15]=[C:6]([C:5]2[CH:11]=[CH:12][C:2]([F:1])=[CH:3][CH:4]=2)[CH:8]=1. The catalyst class is: 8.